Dataset: HIV replication inhibition screening data with 41,000+ compounds from the AIDS Antiviral Screen. Task: Binary Classification. Given a drug SMILES string, predict its activity (active/inactive) in a high-throughput screening assay against a specified biological target. (1) The compound is CC(=O)OCC=CC(O)C(C=CCOC(C)=O)O[Si](C)(C)C(C)(C)C. The result is 0 (inactive). (2) The molecule is CCCCC1C(=O)OC(C)C(NC(=O)c2cccc(NC=O)c2O)C(=O)OC(C)C1OC(=O)CC(C)C. The result is 0 (inactive). (3) The drug is N#CC=Cc1cccc(C#N)c1. The result is 0 (inactive). (4) The compound is COc1ccc2c3c([nH]c2c1[N+](=O)[O-])C(C)N(C(=O)C=Cc1ccccc1)CC3. The result is 0 (inactive). (5) The drug is O=C(Nc1ccc([N+](=O)[O-])cc1)OCC(COc1ccccc1)OC(=O)Nc1ccc([N+](=O)[O-])cc1. The result is 0 (inactive). (6) The drug is CC(C)(C)OC(=O)C1C(=CCO)CN1C(=O)OC(C)(C)C. The result is 0 (inactive). (7) The drug is COc1cc(C=C2Cc3ccccc3C2=O)cc(OC)c1OC. The result is 0 (inactive). (8) The result is 0 (inactive). The molecule is Nc1ncnc2oc(-c3ccccc3)nc12.